This data is from Forward reaction prediction with 1.9M reactions from USPTO patents (1976-2016). The task is: Predict the product of the given reaction. (1) Given the reactants [F:1][C:2]([F:14])([F:13])[C:3]1[CH:12]=[CH:11][C:6]([CH2:7][N:8]=[C:9]=[O:10])=[CH:5][CH:4]=1.[CH3:15][C:16]1[O:17][C:18]2[C:24]([NH2:25])=[CH:23][CH:22]=[CH:21][C:19]=2[N:20]=1, predict the reaction product. The product is: [CH3:15][C:16]1[O:17][C:18]2[C:24]([NH:25][C:9]([NH:8][CH2:7][C:6]3[CH:11]=[CH:12][C:3]([C:2]([F:13])([F:14])[F:1])=[CH:4][CH:5]=3)=[O:10])=[CH:23][CH:22]=[CH:21][C:19]=2[N:20]=1. (2) Given the reactants [CH2:1]([NH:8][C:9]([C:11]1[C:12]([NH:19][CH2:20][C:21]2[CH:26]=[CH:25][C:24]([O:27][CH3:28])=[C:23]([Cl:29])[CH:22]=2)=[N:13][C:14]([S:17][CH3:18])=[N:15][CH:16]=1)=[O:10])[C:2]1[CH:7]=[CH:6][CH:5]=[CH:4][CH:3]=1.C1C=C(Cl)C=C(C(OO)=[O:38])C=1, predict the reaction product. The product is: [CH2:1]([NH:8][C:9]([C:11]1[C:12]([NH:19][CH2:20][C:21]2[CH:26]=[CH:25][C:24]([O:27][CH3:28])=[C:23]([Cl:29])[CH:22]=2)=[N:13][C:14]([S:17]([CH3:18])=[O:38])=[N:15][CH:16]=1)=[O:10])[C:2]1[CH:7]=[CH:6][CH:5]=[CH:4][CH:3]=1.